Task: Predict hERG channel inhibition at various concentrations.. Dataset: hERG Central: cardiac toxicity at 1µM, 10µM, and general inhibition (1) The molecule is COc1ccc(CN2CCC(Cc3ccccc3)CC2)cc1OC.O=C(O)C(=O)O. Results: hERG_inhib (hERG inhibition (general)): blocker. (2) The compound is CCCCn1c(O)c(N=NC(=O)c2ccncc2)c2cc(Br)ccc21. Results: hERG_inhib (hERG inhibition (general)): blocker. (3) The compound is CCN1CCN(c2c(Cl)cccc2NC(=O)c2ccco2)CC1. Results: hERG_inhib (hERG inhibition (general)): blocker. (4) The compound is COc1ccc(NC(=S)N(CCCN2CCN(C)CC2)Cc2cccs2)cc1. Results: hERG_inhib (hERG inhibition (general)): blocker. (5) The compound is O=C1CCc2cc(S(=O)(=O)N3CCCC3C(=O)NC3CCCCCCC3)ccc2N1. Results: hERG_inhib (hERG inhibition (general)): blocker. (6) The compound is O=C(Nc1ccc(Cl)c(C(F)(F)F)c1)NC1CC2CCCC(C1)N2Cc1ccccc1. Results: hERG_inhib (hERG inhibition (general)): blocker.